From a dataset of Catalyst prediction with 721,799 reactions and 888 catalyst types from USPTO. Predict which catalyst facilitates the given reaction. (1) Reactant: [NH2:1][C:2]1[CH:7]=[C:6]([Cl:8])[CH:5]=[CH:4][C:3]=1[SH:9].Br[CH2:11][C:12]1[CH:21]=[CH:20][C:15]([C:16]([O:18][CH3:19])=[O:17])=[CH:14][CH:13]=1.C([O-])([O-])=O.[K+].[K+]. Product: [NH2:1][C:2]1[CH:7]=[C:6]([Cl:8])[CH:5]=[CH:4][C:3]=1[S:9][CH2:11][C:12]1[CH:21]=[CH:20][C:15]([C:16]([O:18][CH3:19])=[O:17])=[CH:14][CH:13]=1. The catalyst class is: 3. (2) Reactant: Cl[C:2]([O:4][CH2:5][CH3:6])=[O:3].[F:7][C:8]1[CH:13]=[CH:12][CH:11]=[CH:10][C:9]=1[C:14]1[C:26]2[C:25]3[C:20](=[CH:21][C:22]([OH:27])=[CH:23][CH:24]=3)[NH:19][C:18]=2[C:17]([C:28]([NH2:30])=[O:29])=[CH:16][CH:15]=1. Product: [C:2](=[O:3])([O:4][CH2:5][CH3:6])[O:27][C:22]1[CH:23]=[CH:24][C:25]2[C:26]3[C:18](=[C:17]([C:28](=[O:29])[NH2:30])[CH:16]=[CH:15][C:14]=3[C:9]3[CH:10]=[CH:11][CH:12]=[CH:13][C:8]=3[F:7])[NH:19][C:20]=2[CH:21]=1. The catalyst class is: 436. (3) Reactant: [F:1][C:2]1[CH:7]=[CH:6][C:5]([S:8]([C:11]2[C:12]([CH:24]([CH3:26])[CH3:25])=[CH:13][C:14]([CH:21]([CH3:23])[CH3:22])=[C:15]([S:17](Cl)(=[O:19])=[O:18])[CH:16]=2)(=[O:10])=[O:9])=[CH:4][CH:3]=1.[CH2:27]([NH2:35])[CH2:28][C:29]1[CH:34]=[CH:33][CH:32]=[CH:31][CH:30]=1. Product: [F:1][C:2]1[CH:7]=[CH:6][C:5]([S:8]([C:11]2[C:12]([CH:24]([CH3:26])[CH3:25])=[CH:13][C:14]([CH:21]([CH3:23])[CH3:22])=[C:15]([S:17]([NH:35][CH2:27][CH2:28][C:29]3[CH:34]=[CH:33][CH:32]=[CH:31][CH:30]=3)(=[O:19])=[O:18])[CH:16]=2)(=[O:10])=[O:9])=[CH:4][CH:3]=1. The catalyst class is: 4.